From a dataset of Catalyst prediction with 721,799 reactions and 888 catalyst types from USPTO. Predict which catalyst facilitates the given reaction. (1) Product: [F:1][C:2]1[CH:48]=[CH:47][C:5]([CH2:6][N:7]2[C:16](=[O:17])[C:15]([C:18]3[NH:23][C:22]4[CH:24]=[CH:25][C:26]([NH:28][S:29]([NH2:32])(=[O:31])=[O:30])=[CH:27][C:21]=4[S:20](=[O:43])(=[O:44])[N:19]=3)=[C:14]([OH:45])[C@H:13]3[C@@H:8]2[C@H:9]2[CH2:46][C@@H:12]3[CH2:11][CH2:10]2)=[CH:4][CH:3]=1. The catalyst class is: 5. Reactant: [F:1][C:2]1[CH:48]=[CH:47][C:5]([CH2:6][N:7]2[C:16](=[O:17])[C:15]([C:18]3[NH:23][C:22]4[CH:24]=[CH:25][C:26]([NH:28][S:29]([NH:32]C(=O)OCC5C=CC=CC=5)(=[O:31])=[O:30])=[CH:27][C:21]=4[S:20](=[O:44])(=[O:43])[N:19]=3)=[C:14]([OH:45])[C@H:13]3[C@@H:8]2[C@H:9]2[CH2:46][C@@H:12]3[CH2:11][CH2:10]2)=[CH:4][CH:3]=1. (2) Reactant: [Cl:1][C:2]1[CH:7]=[C:6](Cl)[N:5]=[CH:4][C:3]=1[C:9]([O:11][CH3:12])=[O:10].[F:13][C:14]([F:25])([F:24])[C:15]1[CH:20]=[CH:19][C:18](B(O)O)=[CH:17][CH:16]=1.C(=O)([O-])[O-].[K+].[K+].O. Product: [Cl:1][C:2]1[CH:7]=[C:6]([C:18]2[CH:19]=[CH:20][C:15]([C:14]([F:25])([F:24])[F:13])=[CH:16][CH:17]=2)[N:5]=[CH:4][C:3]=1[C:9]([O:11][CH3:12])=[O:10]. The catalyst class is: 75. (3) Reactant: [CH3:1][C:2]1[CH:7]=[C:6]([CH3:8])[CH:5]=[CH:4][C:3]=1[N:9]1[CH2:14][CH2:13][N:12]([C:15]([C:17]2[CH:22]=[CH:21][C:20]([N:23]([CH2:28][CH2:29][O:30]C3CCCCO3)[S:24]([CH3:27])(=[O:26])=[O:25])=[CH:19][CH:18]=2)=[O:16])[CH2:11][CH2:10]1.C1(C)C=CC(S(O)(=O)=O)=CC=1.[OH-].[Na+]. Product: [CH3:1][C:2]1[CH:7]=[C:6]([CH3:8])[CH:5]=[CH:4][C:3]=1[N:9]1[CH2:14][CH2:13][N:12]([C:15]([C:17]2[CH:18]=[CH:19][C:20]([N:23]([CH2:28][CH2:29][OH:30])[S:24]([CH3:27])(=[O:25])=[O:26])=[CH:21][CH:22]=2)=[O:16])[CH2:11][CH2:10]1. The catalyst class is: 5. (4) Reactant: [Br:1][C:2]1[CH:7]=[C:6](F)[C:5]([N+:9]([O-:11])=[O:10])=[CH:4][C:3]=1[F:12].[NH3:13]. The catalyst class is: 5. Product: [Br:1][C:2]1[C:3]([F:12])=[CH:4][C:5]([N+:9]([O-:11])=[O:10])=[C:6]([NH2:13])[CH:7]=1.